Dataset: NCI-60 drug combinations with 297,098 pairs across 59 cell lines. Task: Regression. Given two drug SMILES strings and cell line genomic features, predict the synergy score measuring deviation from expected non-interaction effect. (1) Drug 1: CC1C(C(=O)NC(C(=O)N2CCCC2C(=O)N(CC(=O)N(C(C(=O)O1)C(C)C)C)C)C(C)C)NC(=O)C3=C4C(=C(C=C3)C)OC5=C(C(=O)C(=C(C5=N4)C(=O)NC6C(OC(=O)C(N(C(=O)CN(C(=O)C7CCCN7C(=O)C(NC6=O)C(C)C)C)C)C(C)C)C)N)C. Drug 2: CC1CCC2CC(C(=CC=CC=CC(CC(C(=O)C(C(C(=CC(C(=O)CC(OC(=O)C3CCCCN3C(=O)C(=O)C1(O2)O)C(C)CC4CCC(C(C4)OC)O)C)C)O)OC)C)C)C)OC. Cell line: A498. Synergy scores: CSS=1.27, Synergy_ZIP=1.67, Synergy_Bliss=6.28, Synergy_Loewe=1.46, Synergy_HSA=2.05. (2) Drug 1: COC1=C(C=C2C(=C1)N=CN=C2NC3=CC(=C(C=C3)F)Cl)OCCCN4CCOCC4. Drug 2: CS(=O)(=O)OCCCCOS(=O)(=O)C. Cell line: NCI-H226. Synergy scores: CSS=16.4, Synergy_ZIP=-5.25, Synergy_Bliss=-1.88, Synergy_Loewe=-5.60, Synergy_HSA=-0.300.